From a dataset of Forward reaction prediction with 1.9M reactions from USPTO patents (1976-2016). Predict the product of the given reaction. Given the reactants Cl[C:2]1[C:11]2[C:6](=[CH:7][CH:8]=[C:9]([N+:12]([O-:14])=[O:13])[CH:10]=2)[N:5]=[CH:4][C:3]=1[C:15]#[N:16].[CH:17]1([NH2:24])[CH2:23][CH2:22][CH2:21][CH2:20][CH2:19][CH2:18]1, predict the reaction product. The product is: [CH:17]1([NH:24][C:2]2[C:11]3[C:6](=[CH:7][CH:8]=[C:9]([N+:12]([O-:14])=[O:13])[CH:10]=3)[N:5]=[CH:4][C:3]=2[C:15]#[N:16])[CH2:23][CH2:22][CH2:21][CH2:20][CH2:19][CH2:18]1.